This data is from Full USPTO retrosynthesis dataset with 1.9M reactions from patents (1976-2016). The task is: Predict the reactants needed to synthesize the given product. (1) Given the product [Br:1][C:2]1[CH:3]=[CH:4][C:5]2[O:14][C:13]3[C:12](=[O:15])[NH:11][C:10]([CH2:16][N:17]4[CH2:21][CH2:20][CH:19]([C:22]([O:24][CH2:25][CH3:26])=[O:23])[CH2:18]4)=[N:9][C:8]=3[C:6]=2[CH:7]=1, predict the reactants needed to synthesize it. The reactants are: [Br:1][C:2]1[CH:3]=[CH:4][C:5]2[O:14][C:13]3[C:12](=[O:15])[NH:11][C:10]([CH2:16][N:17]4[CH2:21][CH2:20][CH:19]([C:22]([OH:24])=[O:23])[CH2:18]4)=[N:9][C:8]=3[C:6]=2[CH:7]=1.[CH2:25](O)[CH3:26]. (2) Given the product [C:15]([O:19][C:20]([N:22]1[CH2:27][CH2:26][CH:25]([N:9]2[C:10]3[C:2](=[O:1])[CH2:3][CH2:4][CH2:5][C:6]=3[C:7]([C:11]([O:13][CH3:14])=[O:12])=[CH:8]2)[CH2:24][CH2:23]1)=[O:21])([CH3:18])([CH3:16])[CH3:17], predict the reactants needed to synthesize it. The reactants are: [O:1]=[C:2]1[C:10]2[NH:9][CH:8]=[C:7]([C:11]([O:13][CH3:14])=[O:12])[C:6]=2[CH2:5][CH2:4][CH2:3]1.[C:15]([O:19][C:20]([N:22]1[CH2:27][CH2:26][CH:25](O)[CH2:24][CH2:23]1)=[O:21])([CH3:18])([CH3:17])[CH3:16].C1(P(C2C=CC=CC=2)C2C=CC=CC=2)C=CC=CC=1. (3) Given the product [ClH:29].[CH3:1][O:2][C:3]1[CH:4]=[C:5]([CH:24]=[C:25]([O:27][CH3:28])[CH:26]=1)[CH2:6][NH:7][C@@H:8]([CH3:23])[C@@H:9]([C:11]1[CH:12]=[CH:13][C:14]([OH:22])=[C:15]([NH:17][S:18]([CH3:21])(=[O:20])=[O:19])[CH:16]=1)[OH:10], predict the reactants needed to synthesize it. The reactants are: [CH3:1][O:2][C:3]1[CH:4]=[C:5]([CH:24]=[C:25]([O:27][CH3:28])[CH:26]=1)[CH2:6][NH:7][C@@H:8]([CH3:23])[C@@H:9]([C:11]1[CH:12]=[CH:13][C:14]([OH:22])=[C:15]([NH:17][S:18]([CH3:21])(=[O:20])=[O:19])[CH:16]=1)[OH:10].[ClH:29].O1CCOCC1.